Predict the product of the given reaction. From a dataset of Forward reaction prediction with 1.9M reactions from USPTO patents (1976-2016). Given the reactants [CH3:1][C:2]([CH3:6])(O)[C:3]#[N:4].[NH3:7].[C:8]([O-:11])([O-])=[O:9].[Na+].[Na+].ClC(OO[CH2:19][C:20]1[CH:25]=[CH:24][CH:23]=[CH:22][CH:21]=1)=O, predict the reaction product. The product is: [C:3]([C:2]([NH:7][C:8](=[O:9])[O:11][CH2:19][C:20]1[CH:25]=[CH:24][CH:23]=[CH:22][CH:21]=1)([CH3:6])[CH3:1])#[N:4].